Dataset: CYP1A2 inhibition data for predicting drug metabolism from PubChem BioAssay. Task: Regression/Classification. Given a drug SMILES string, predict its absorption, distribution, metabolism, or excretion properties. Task type varies by dataset: regression for continuous measurements (e.g., permeability, clearance, half-life) or binary classification for categorical outcomes (e.g., BBB penetration, CYP inhibition). Dataset: cyp1a2_veith. (1) The compound is COC(=O)[C@@H]1CC[C@H](C)[C@@H](c2ccc(C)cc2)N1C(=O)c1ccc(/C=N\O[C@@H](C)CN2CCCc3nc(C)c(C)cc32)cc1. The result is 0 (non-inhibitor). (2) The drug is CC(C)CCNC(=O)CN(C(=O)Cn1nnc(-c2ccccc2F)n1)c1cccc2c1CCCC2. The result is 0 (non-inhibitor). (3) The drug is Cc1ccc(-c2cc(C(=O)N3CCN(c4ccc(F)cc4)CC3)c3ccccc3n2)o1. The result is 1 (inhibitor). (4) The molecule is C[C@@H]1C[C@H]2[C@H]3C[C@@H](F)C4=CC(=O)C=C[C@]4(C)[C@@]3(Cl)[C@@H](O)C[C@@]2(C)[C@@H]1C(=O)COC(=O)C(C)(C)C. The result is 0 (non-inhibitor). (5) The compound is c1ccc(N2CCN(CCCOc3ccc4c(c3)OCO4)CC2)cc1. The result is 1 (inhibitor).